This data is from Forward reaction prediction with 1.9M reactions from USPTO patents (1976-2016). The task is: Predict the product of the given reaction. (1) Given the reactants [NH2:1][C:2]1[CH:13]=[CH:12][C:11]([O:14][C:15]2[CH:20]=[CH:19][CH:18]=[CH:17][CH:16]=2)=[CH:10][C:3]=1[C:4]([NH:6][CH:7]([CH3:9])[CH3:8])=[O:5].[CH3:21][O:22][C:23]([C:25]1[CH:33]=[CH:32][C:28]([C:29](O)=[O:30])=[CH:27][CH:26]=1)=[O:24].C1C=CC2N(O)N=NC=2C=1.C(N(CC)CC)C.CCN=C=NCCCN(C)C, predict the reaction product. The product is: [CH:7]([NH:6][C:4]([C:3]1[CH:10]=[C:11]([O:14][C:15]2[CH:20]=[CH:19][CH:18]=[CH:17][CH:16]=2)[CH:12]=[CH:13][C:2]=1[NH:1][C:29]([C:28]1[CH:32]=[CH:33][C:25]([C:23]([O:22][CH3:21])=[O:24])=[CH:26][CH:27]=1)=[O:30])=[O:5])([CH3:8])[CH3:9]. (2) Given the reactants [Cl:1][C:2]1[CH:10]=[C:9]([F:11])[C:8]([S:12]([NH:15][CH2:16][C:17]2[C:18]([NH:30][CH:31]3[CH2:36][CH2:35][O:34][CH2:33][CH2:32]3)=[C:19]3[CH:27]=[N:26][N:25]([CH2:28][CH3:29])[C:20]3=[N:21][C:22]=2[CH2:23][CH3:24])(=[O:14])=[O:13])=[CH:7][C:3]=1[C:4](O)=[O:5].[NH2:37][CH2:38][C:39]1[CH:40]=[CH:41][C:42]([F:66])=[C:43]([C:45]2[CH:50]=[CH:49][CH:48]=[C:47]([CH2:51][N:52]3[CH2:57][CH2:56][N:55]([C:58]([O:60][C:61]([CH3:64])([CH3:63])[CH3:62])=[O:59])[C@@H:54]([CH3:65])[CH2:53]3)[CH:46]=2)[CH:44]=1.C1C=CC2N(O)N=NC=2C=1.C(Cl)CCl, predict the reaction product. The product is: [Cl:1][C:2]1[CH:10]=[C:9]([F:11])[C:8]([S:12]([NH:15][CH2:16][C:17]2[C:18]([NH:30][CH:31]3[CH2:32][CH2:33][O:34][CH2:35][CH2:36]3)=[C:19]3[CH:27]=[N:26][N:25]([CH2:28][CH3:29])[C:20]3=[N:21][C:22]=2[CH2:23][CH3:24])(=[O:13])=[O:14])=[CH:7][C:3]=1[C:4]([NH:37][CH2:38][C:39]1[CH:40]=[CH:41][C:42]([F:66])=[C:43]([C:45]2[CH:50]=[CH:49][CH:48]=[C:47]([CH2:51][N:52]3[CH2:57][CH2:56][N:55]([C:58]([O:60][C:61]([CH3:62])([CH3:64])[CH3:63])=[O:59])[C@@H:54]([CH3:65])[CH2:53]3)[CH:46]=2)[CH:44]=1)=[O:5]. (3) The product is: [Cl:14][C:15]1[CH:16]=[CH:17][C:18]([C:21]2[NH:13][C:12]3[N:11]([N:10]=[CH:9][C:8]=3[C:7]3[N:3]([CH2:1][CH3:2])[N:4]=[CH:5][CH:6]=3)[C:23](=[O:24])[CH:22]=2)=[CH:19][CH:20]=1. Given the reactants [CH2:1]([N:3]1[C:7]([C:8]2[CH:9]=[N:10][NH:11][C:12]=2[NH2:13])=[CH:6][CH:5]=[N:4]1)[CH3:2].[Cl:14][C:15]1[CH:20]=[CH:19][C:18]([C:21](=O)[CH2:22][C:23](OCC)=[O:24])=[CH:17][CH:16]=1.CC1C=CC(S(O)(=O)=O)=CC=1, predict the reaction product. (4) Given the reactants [NH:1]1[CH2:6][CH2:5][CH:4]([CH2:7][OH:8])[CH2:3][CH2:2]1.Cl[CH2:10][CH2:11][CH2:12][O:13][C:14]1[CH:23]=[C:22]2[C:17]([C:18]([NH:24][C:25]3[NH:29][N:28]=[C:27]([CH2:30][C:31]([NH:33][C:34]4[CH:39]=[CH:38][CH:37]=[C:36]([F:40])[CH:35]=4)=[O:32])[CH:26]=3)=[N:19][CH:20]=[N:21]2)=[CH:16][C:15]=1[O:41][CH3:42], predict the reaction product. The product is: [F:40][C:36]1[CH:35]=[C:34]([NH:33][C:31](=[O:32])[CH2:30][C:27]2[NH:28][N:29]=[C:25]([NH:24][C:18]3[C:17]4[C:22](=[CH:23][C:14]([O:13][CH2:12][CH2:11][CH2:10][N:1]5[CH2:6][CH2:5][CH:4]([CH2:7][OH:8])[CH2:3][CH2:2]5)=[C:15]([O:41][CH3:42])[CH:16]=4)[N:21]=[CH:20][N:19]=3)[CH:26]=2)[CH:39]=[CH:38][CH:37]=1. (5) Given the reactants CO[C:3](=[O:12])[C:4]1[CH:9]=[CH:8][CH:7]=[C:6]([CH2:10]Br)[N:5]=1.[CH:13]1([S:16]([NH2:19])(=[O:18])=[O:17])[CH2:15][CH2:14]1.[O:20]=[C:21]1[C@:29]2([CH2:31][C@@H:30]2[C:32]2[CH:39]=[CH:38][C:35]([C:36]#[N:37])=[CH:34][CH:33]=2)[C:28]2[C:23](=[CH:24][CH:25]=[CH:26][CH:27]=2)[NH:22]1, predict the reaction product. The product is: [C:36]([C:35]1[CH:34]=[CH:33][C:32]([C@@H:30]2[C@:29]3([C:28]4[C:23](=[CH:24][CH:25]=[CH:26][CH:27]=4)[N:22]([CH2:10][C:6]4[N:5]=[C:4]([C:3]([NH:19][S:16]([CH:13]5[CH2:15][CH2:14]5)(=[O:18])=[O:17])=[O:12])[CH:9]=[CH:8][CH:7]=4)[C:21]3=[O:20])[CH2:31]2)=[CH:39][CH:38]=1)#[N:37]. (6) Given the reactants [Cl:1][C:2]1[CH:3]=[C:4]([CH:13]=[CH:14][CH:15]=1)[O:5][C:6]1[S:10][C:9]([CH2:11][NH2:12])=[CH:8][CH:7]=1.[N:16]1[CH:17]=[CH:18][N:19]2[CH:24]=[C:23]([C:25](O)=[O:26])[CH:22]=[CH:21][C:20]=12.F[P-](F)(F)(F)(F)F.N1(O[P+](N(C)C)(N(C)C)N(C)C)C2C=CC=CC=2N=N1.C(N(CC)CC)C, predict the reaction product. The product is: [Cl:1][C:2]1[CH:3]=[C:4]([CH:13]=[CH:14][CH:15]=1)[O:5][C:6]1[S:10][C:9]([CH2:11][NH:12][C:25]([C:23]2[CH:22]=[CH:21][C:20]3[N:19]([CH:18]=[CH:17][N:16]=3)[CH:24]=2)=[O:26])=[CH:8][CH:7]=1. (7) Given the reactants [CH3:1][S:2]([NH:5][C:6]1[CH:11]=[CH:10][C:9]([N:12]2[CH:21]=[C:20]3[C:14]([CH2:15][CH2:16][N:17](C(OC(C)(C)C)=O)[CH2:18][CH2:19]3)=[N:13]2)=[CH:8][CH:7]=1)(=[O:4])=[O:3].Cl, predict the reaction product. The product is: [N:13]1[N:12]([C:9]2[CH:8]=[CH:7][C:6]([NH:5][S:2]([CH3:1])(=[O:4])=[O:3])=[CH:11][CH:10]=2)[CH:21]=[C:20]2[CH2:19][CH2:18][NH:17][CH2:16][CH2:15][C:14]=12.